Dataset: Full USPTO retrosynthesis dataset with 1.9M reactions from patents (1976-2016). Task: Predict the reactants needed to synthesize the given product. (1) Given the product [F:21][C:20]([F:23])([F:22])[C:18]1[N:17]=[CH:16][N:15]=[C:14]([O:8][C:5]2[CH:6]=[CH:7][C:2]([NH2:1])=[CH:3][CH:4]=2)[CH:19]=1, predict the reactants needed to synthesize it. The reactants are: [NH2:1][C:2]1[CH:7]=[CH:6][C:5]([OH:8])=[CH:4][CH:3]=1.[H-].[Na+].[H][H].Cl[C:14]1[CH:19]=[C:18]([C:20]([F:23])([F:22])[F:21])[N:17]=[CH:16][N:15]=1. (2) Given the product [CH3:1][CH:2]([CH3:30])[CH:3]([N:9]1[CH2:13][CH2:12][N:11]([CH2:14][C:15]2[CH:20]=[CH:19][C:18]([O:21][CH2:22][C:23]3[CH:28]=[CH:27][N:26]=[CH:25][CH:24]=3)=[CH:17][CH:16]=2)[C:10]1=[O:29])[C:4]([OH:6])=[O:5], predict the reactants needed to synthesize it. The reactants are: [CH3:1][CH:2]([CH3:30])[CH:3]([N:9]1[CH2:13][CH2:12][N:11]([CH2:14][C:15]2[CH:20]=[CH:19][C:18]([O:21][CH2:22][C:23]3[CH:28]=[CH:27][N:26]=[CH:25][CH:24]=3)=[CH:17][CH:16]=2)[C:10]1=[O:29])[C:4]([O:6]CC)=[O:5].[OH-].[Na+]. (3) Given the product [C:1]([O:5][C:6](=[O:17])[NH:7][CH2:8][CH2:9][C:10]1[CH:15]=[CH:14][CH:13]=[CH:12][C:11]=1[B:18]1[O:22][C:21]([CH3:24])([CH3:23])[C:20]([CH3:26])([CH3:25])[O:19]1)([CH3:4])([CH3:3])[CH3:2], predict the reactants needed to synthesize it. The reactants are: [C:1]([O:5][C:6](=[O:17])[NH:7][CH2:8][CH2:9][C:10]1[CH:15]=[CH:14][CH:13]=[CH:12][C:11]=1Br)([CH3:4])([CH3:3])[CH3:2].[B:18]1([B:18]2[O:22][C:21]([CH3:24])([CH3:23])[C:20]([CH3:26])([CH3:25])[O:19]2)[O:22][C:21]([CH3:24])([CH3:23])[C:20]([CH3:26])([CH3:25])[O:19]1.C([O-])(=O)C.[K+]. (4) Given the product [NH:21]1[CH2:22][CH:18]([C:8]2([C:2]3[CH:3]=[CH:4][CH:5]=[CH:6][CH:7]=3)[CH2:9][CH2:10][C:11](=[O:12])[CH2:16][CH2:17]2)[CH2:19][CH2:20]1, predict the reactants needed to synthesize it. The reactants are: Cl.[C:2]1([C:8]2([CH:18]3[CH2:22][NH:21][CH2:20][CH2:19]3)[CH2:17][CH2:16][C:11]3(OCC[O:12]3)[CH2:10][CH2:9]2)[CH:7]=[CH:6][CH:5]=[CH:4][CH:3]=1.Cl. (5) Given the product [CH2:23]([N:22]([CH2:21][C:16]1[CH:17]=[CH:18][CH:19]=[CH:20][N:15]=1)[C:29](=[O:30])[O:31][CH3:32])[CH2:24][CH2:25][CH2:26][CH3:27], predict the reactants needed to synthesize it. The reactants are: NCC1C=CC=CN=1.C(I)CCCC.[N:15]1[CH:20]=[CH:19][CH:18]=[CH:17][C:16]=1[CH2:21][NH:22][CH2:23][CH2:24][CH2:25][CH2:26][CH3:27].Cl[C:29]([O:31][CH3:32])=[O:30]. (6) Given the product [Cl:28][C:11]1[CH:12]=[CH:13][C:14]2[CH2:15][N:16]([CH3:27])[CH:17]([CH3:26])[CH:18]([C:20]3[S:21][CH:22]=[C:23]([CH3:25])[N:24]=3)[O:19][C:9]=2[N:10]=1, predict the reactants needed to synthesize it. The reactants are: CCC([O-])(C)C.[K+].Cl[C:9]1[C:14]([CH2:15][N:16]([CH3:27])[CH:17]([CH3:26])[CH:18]([C:20]2[S:21][CH:22]=[C:23]([CH3:25])[N:24]=2)[OH:19])=[CH:13][CH:12]=[C:11]([Cl:28])[N:10]=1. (7) Given the product [F:1][C:2]1[CH:10]=[CH:9][C:8]([C:11]([F:14])([F:13])[F:12])=[CH:7][C:3]=1[C:4]([N:16]([CH3:15])[C:17]1[CH:18]=[N:19][CH:20]=[CH:21][C:22]=1[C:23]1[CH:28]=[CH:27][CH:26]=[CH:25][C:24]=1[CH3:29])=[O:5], predict the reactants needed to synthesize it. The reactants are: [F:1][C:2]1[CH:10]=[CH:9][C:8]([C:11]([F:14])([F:13])[F:12])=[CH:7][C:3]=1[C:4](Cl)=[O:5].[CH3:15][NH:16][C:17]1[CH:18]=[N:19][CH:20]=[CH:21][C:22]=1[C:23]1[CH:28]=[CH:27][CH:26]=[CH:25][C:24]=1[CH3:29].CCN(C(C)C)C(C)C.